Dataset: Peptide-MHC class I binding affinity with 185,985 pairs from IEDB/IMGT. Task: Regression. Given a peptide amino acid sequence and an MHC pseudo amino acid sequence, predict their binding affinity value. This is MHC class I binding data. The peptide sequence is SQWFMNAVGH. The MHC is HLA-A31:01 with pseudo-sequence HLA-A31:01. The binding affinity (normalized) is 0.288.